Dataset: Reaction yield outcomes from USPTO patents with 853,638 reactions. Task: Predict the reaction yield, written as a fraction of the theoretical maximum amount of product (1.0 means a 100% yield; for example, 0.34 means a 34% yield). (1) The reactants are Br[C:2]1[CH:7]=[CH:6][C:5]([NH:8][C:9]#[N:10])=[C:4]([CH:11]([CH3:13])[CH3:12])[CH:3]=1.[CH3:14][N:15]1[C:19]([C:20]#[N:21])=[CH:18][CH:17]=[C:16]1B(O)O.C(=O)([O-])[O-].[K+].[K+].C(P(C(C)(C)C)C(C)(C)C)(C)(C)C.[Br-]. The catalyst is C1COCC1. The product is [C:20]([C:19]1[N:15]([CH3:14])[C:16]([C:2]2[CH:7]=[CH:6][C:5]([NH:8][C:9]#[N:10])=[C:4]([CH:11]([CH3:13])[CH3:12])[CH:3]=2)=[CH:17][CH:18]=1)#[N:21]. The yield is 0.180. (2) The reactants are [CH2:1]([C:3]([CH2:10][CH3:11])([C:7](Cl)=[O:8])[C:4](Cl)=[O:5])[CH3:2].[CH3:12][O:13][C:14]1[CH:19]=[CH:18][C:17]([NH2:20])=[C:16]([NH2:21])[CH:15]=1.C(N(CC)CC)C. The catalyst is ClCCl.O. The product is [CH2:1]([C:3]1([CH2:10][CH3:11])[C:7](=[O:8])[NH:20][C:17]2[CH:18]=[CH:19][C:14]([O:13][CH3:12])=[CH:15][C:16]=2[NH:21][C:4]1=[O:5])[CH3:2]. The yield is 0.340. (3) The reactants are [CH3:1][O:2][C:3]1[N:8]=[N:7][C:6]([N:9]2[C:13]([C:14]3[CH:19]=[CH:18][C:17]([CH3:20])=[CH:16][N:15]=3)=[CH:12][C:11]([C:21]([OH:23])=O)=[N:10]2)=[CH:5][CH:4]=1.Cl.[CH3:25][NH:26][CH2:27][C:28]#[N:29]. No catalyst specified. The product is [C:28]([CH2:27][N:26]([CH3:25])[C:21]([C:11]1[CH:12]=[C:13]([C:14]2[CH:19]=[CH:18][C:17]([CH3:20])=[CH:16][N:15]=2)[N:9]([C:6]2[N:7]=[N:8][C:3]([O:2][CH3:1])=[CH:4][CH:5]=2)[N:10]=1)=[O:23])#[N:29]. The yield is 0.440.